From a dataset of Full USPTO retrosynthesis dataset with 1.9M reactions from patents (1976-2016). Predict the reactants needed to synthesize the given product. (1) Given the product [C:1]([C:5]1[N:6]([CH3:12])[CH:7]=[C:8]([I:10])[N:9]=1)([CH3:4])([CH3:2])[CH3:3], predict the reactants needed to synthesize it. The reactants are: [C:1]([C:5]1[N:6]([CH3:12])[C:7](I)=[C:8]([I:10])[N:9]=1)([CH3:4])([CH3:3])[CH3:2].CC[Mg+].[Br-].CCOCC. (2) Given the product [CH2:9]([C:8]1[C:3]2[CH:4]=[CH:5][S:1][C:2]=2[S:6][CH:7]=1)[CH2:10][CH2:11][CH2:12][CH2:13][CH2:14][CH2:15][CH2:16][CH2:17][CH3:18], predict the reactants needed to synthesize it. The reactants are: [S:1]1[CH:5]=[CH:4][CH:3]=[C:2]1[S:6][CH2:7][C:8](=O)[CH2:9][CH2:10][CH2:11][CH2:12][CH2:13][CH2:14][CH2:15][CH2:16][CH2:17][CH3:18]. (3) Given the product [Cl:36][CH2:37][CH2:38][N:13]1[C:14]2[C:15](=[N:16][C:17]([O:22][CH3:23])=[C:18]([O:20][CH3:21])[CH:19]=2)[C:11]([C:9]2[N:8]([S:24]([C:27]3[CH:32]=[CH:31][C:30]([CH3:33])=[CH:29][CH:28]=3)(=[O:25])=[O:26])[C:4]3=[N:5][CH:6]=[CH:7][C:2]([Cl:1])=[C:3]3[CH:10]=2)=[CH:12]1, predict the reactants needed to synthesize it. The reactants are: [Cl:1][C:2]1[CH:7]=[CH:6][N:5]=[C:4]2[N:8]([S:24]([C:27]3[CH:32]=[CH:31][C:30]([CH3:33])=[CH:29][CH:28]=3)(=[O:26])=[O:25])[C:9]([C:11]3[C:15]4=[N:16][C:17]([O:22][CH3:23])=[C:18]([O:20][CH3:21])[CH:19]=[C:14]4[NH:13][CH:12]=3)=[CH:10][C:3]=12.[OH-].[Na+].[Cl:36][CH2:37][CH2:38]Cl. (4) Given the product [S:1]1[C:5]2[CH:6]=[CH:7][C:8]([NH:10][C:11]3[C:20]4[C:15](=[CH:16][C:17]([O:28][CH:36]([CH3:41])[C:37]([O:39][CH3:40])=[O:38])=[C:18]([S:21]([C:24]([CH3:25])([CH3:27])[CH3:26])(=[O:22])=[O:23])[CH:19]=4)[N:14]=[CH:13][N:12]=3)=[CH:9][C:4]=2[N:3]=[CH:2]1, predict the reactants needed to synthesize it. The reactants are: [S:1]1[C:5]2[CH:6]=[CH:7][C:8]([NH:10][C:11]3[C:20]4[C:15](=[CH:16][C:17]([OH:28])=[C:18]([S:21]([C:24]([CH3:27])([CH3:26])[CH3:25])(=[O:23])=[O:22])[CH:19]=4)[N:14]=[CH:13][N:12]=3)=[CH:9][C:4]=2[N:3]=[CH:2]1.C(=O)([O-])[O-].[K+].[K+].Br[CH:36]([CH3:41])[C:37]([O:39][CH3:40])=[O:38].O.